The task is: Regression/Classification. Given a drug SMILES string, predict its absorption, distribution, metabolism, or excretion properties. Task type varies by dataset: regression for continuous measurements (e.g., permeability, clearance, half-life) or binary classification for categorical outcomes (e.g., BBB penetration, CYP inhibition). For this dataset (lipophilicity_astrazeneca), we predict Y.. This data is from Experimental lipophilicity measurements (octanol/water distribution) for 4,200 compounds from AstraZeneca. (1) The compound is COc1ccc2ncc(F)c(CCN3CCC(NCc4cc5c(cn4)OCCO5)CC3)c2n1. The Y is 1.46 logD. (2) The drug is C[C@@H]1CN(C(=O)OC(C)(C)C)CCN1c1ncc(OCc2ccncc2C#N)cn1. The Y is 3.33 logD. (3) The molecule is Cn1cnc2cc(C#Cc3ccccc3)cnc21. The Y is 3.50 logD. (4) The compound is Cc1cc(CN2CCC2)cnc1-c1ccc(C(=O)Nc2ccccc2N)cc1. The Y is 1.18 logD. (5) The drug is Fc1cccc(-c2cncc(CNCC3CC3)n2)c1F. The Y is 1.82 logD. (6) The compound is O=C(c1ccc(Cl)cc1)C1CCN(C(=O)c2ccc(F)cc2)CC1. The Y is 3.49 logD.